Dataset: Catalyst prediction with 721,799 reactions and 888 catalyst types from USPTO. Task: Predict which catalyst facilitates the given reaction. (1) Reactant: C[O:2][C:3](=[O:39])[CH2:4][CH2:5][C:6]1[CH:7]=[C:8]2[C:14]([C:15](=[O:38])[C:16]3[C:21]([F:22])=[CH:20][CH:19]=[C:18]([NH:23][S:24]([C:27]4[CH:32]=[CH:31][C:30]([C:33]([F:36])([F:35])[F:34])=[CH:29][CH:28]=4)(=[O:26])=[O:25])[C:17]=3[F:37])=[CH:13][NH:12][C:9]2=[N:10][CH:11]=1.[OH-].[Li+].Cl. Product: [F:37][C:17]1[C:18]([NH:23][S:24]([C:27]2[CH:32]=[CH:31][C:30]([C:33]([F:34])([F:35])[F:36])=[CH:29][CH:28]=2)(=[O:26])=[O:25])=[CH:19][CH:20]=[C:21]([F:22])[C:16]=1[C:15]([C:14]1[C:8]2[C:9](=[N:10][CH:11]=[C:6]([CH2:5][CH2:4][C:3]([OH:39])=[O:2])[CH:7]=2)[NH:12][CH:13]=1)=[O:38]. The catalyst class is: 7. (2) Reactant: C([O:3][C:4](=[O:33])[CH2:5][NH:6][C:7]([C:9]1[C:14](=[O:15])[N:13]([CH2:16][C:17]2[CH:22]=[CH:21][CH:20]=[CH:19][C:18]=2[C:23]([F:26])([F:25])[F:24])[C:12]([OH:27])=[C:11]([C:28]([O:30]C)=O)[C:10]=1[OH:32])=[O:8])C.[NH2:34][CH2:35][C:36]1[CH:41]=[CH:40][N:39]=[CH:38][CH:37]=1. Product: [OH:32][C:10]1[C:11]([C:28]([NH:34][CH2:35][C:36]2[CH:41]=[CH:40][N:39]=[CH:38][CH:37]=2)=[O:30])=[C:12]([OH:27])[N:13]([CH2:16][C:17]2[CH:22]=[CH:21][CH:20]=[CH:19][C:18]=2[C:23]([F:25])([F:24])[F:26])[C:14](=[O:15])[C:9]=1[C:7]([NH:6][CH2:5][C:4]([OH:3])=[O:33])=[O:8]. The catalyst class is: 33. (3) Reactant: [N+:1]([C:4]1[CH:12]=[CH:11][C:7]([C:8](O)=[O:9])=[C:6]([N:13]([CH:20]2[CH2:25][CH2:24][O:23][CH2:22][CH2:21]2)[C:14](=[O:19])[C:15]([F:18])([F:17])[F:16])[CH:5]=1)([O-:3])=[O:2].C(Cl)(=O)C(Cl)=O.[F:32][C:33]1[CH:34]=[C:35]([CH:47]=[C:48]([F:50])[CH:49]=1)[CH2:36][C:37]1[CH:38]=[C:39]2[C:43](=[CH:44][CH:45]=1)[NH:42][N:41]=[C:40]2[NH2:46]. Product: [F:32][C:33]1[CH:34]=[C:35]([CH:47]=[C:48]([F:50])[CH:49]=1)[CH2:36][C:37]1[CH:38]=[C:39]2[C:43](=[CH:44][CH:45]=1)[NH:42][N:41]=[C:40]2[NH:46][C:8](=[O:9])[C:7]1[CH:11]=[CH:12][C:4]([N+:1]([O-:3])=[O:2])=[CH:5][C:6]=1[N:13]([CH:20]1[CH2:21][CH2:22][O:23][CH2:24][CH2:25]1)[C:14](=[O:19])[C:15]([F:16])([F:17])[F:18]. The catalyst class is: 202. (4) Reactant: [OH-].[Na+].[Cl:3][C:4]1[CH:5]=[C:6]([CH:26]=[CH:27][C:28]=1[Cl:29])[CH:7]=[CH:8][C:9]1=[N:10][CH2:11][CH2:12][N:13]([CH2:20][C:21]([O:23]CC)=[O:22])[C:14]2[CH:19]=[CH:18][CH:17]=[CH:16][C:15]1=2. Product: [Cl:3][C:4]1[CH:5]=[C:6]([CH:26]=[CH:27][C:28]=1[Cl:29])[CH:7]=[CH:8][C:9]1=[N:10][CH2:11][CH2:12][N:13]([CH2:20][C:21]([OH:23])=[O:22])[C:14]2[CH:19]=[CH:18][CH:17]=[CH:16][C:15]1=2. The catalyst class is: 8. (5) Reactant: C1(S([N:10]2[C:14]3=[N:15][CH:16]=[CH:17][CH:18]=[C:13]3[C:12]([CH2:19][C:20]3[CH:21]=[CH:22][C:23]([NH:26][C:27]([NH:29][C:30]4[CH:35]=[CH:34][CH:33]=[C:32]([F:36])[CH:31]=4)=[O:28])=[N:24][CH:25]=3)=[CH:11]2)(=O)=O)C=CC=CC=1.[F-].C([N+](CCCC)(CCCC)CCCC)CCC.O. Product: [F:36][C:32]1[CH:31]=[C:30]([NH:29][C:27]([NH:26][C:23]2[CH:22]=[CH:21][C:20]([CH2:19][C:12]3[C:13]4[C:14](=[N:15][CH:16]=[CH:17][CH:18]=4)[NH:10][CH:11]=3)=[CH:25][N:24]=2)=[O:28])[CH:35]=[CH:34][CH:33]=1. The catalyst class is: 7. (6) Product: [CH:31]1([N:27]2[CH2:28][CH2:29][CH2:30][N:24]([C:22]([C:19]3[CH:20]=[N:21][C:16]([O:8][C:5]4[CH:6]=[CH:7][C:2]([F:1])=[CH:3][CH:4]=4)=[CH:17][CH:18]=3)=[O:23])[CH2:25][CH2:26]2)[CH2:32][CH2:33][CH2:34]1. The catalyst class is: 44. Reactant: [F:1][C:2]1[CH:7]=[CH:6][C:5]([OH:8])=[CH:4][CH:3]=1.C([O-])([O-])=O.[Cs+].[Cs+].Cl[C:16]1[N:21]=[CH:20][C:19]([C:22]([N:24]2[CH2:30][CH2:29][CH2:28][N:27]([CH:31]3[CH2:34][CH2:33][CH2:32]3)[CH2:26][CH2:25]2)=[O:23])=[CH:18][CH:17]=1. (7) Reactant: [N:1]([C@@H:4]1[C@H:8]2[O:9][CH2:10][C@H:11]([NH:12][C:13]([CH:15]3[CH2:17][CH2:16]3)=[O:14])[C@H:7]2[O:6][CH2:5]1)=[N+]=[N-]. Product: [NH2:1][C@@H:4]1[C@H:8]2[O:9][CH2:10][C@H:11]([NH:12][C:13]([CH:15]3[CH2:16][CH2:17]3)=[O:14])[C@H:7]2[O:6][CH2:5]1. The catalyst class is: 19.